Dataset: Forward reaction prediction with 1.9M reactions from USPTO patents (1976-2016). Task: Predict the product of the given reaction. (1) The product is: [NH2:1][C:2]1[C:3]2[C:10]([I:11])=[CH:9][N:8]([CH:12]3[CH2:15][C:14]([CH2:17][NH2:18])([OH:16])[CH2:13]3)[C:4]=2[N:5]=[CH:6][N:7]=1. Given the reactants [NH2:1][C:2]1[C:3]2[C:10]([I:11])=[CH:9][N:8]([CH:12]3[CH2:15][C:14]([CH2:17][N:18]=[N+]=[N-])([OH:16])[CH2:13]3)[C:4]=2[N:5]=[CH:6][N:7]=1.C1(P(C2C=CC=CC=2)C2C=CC=CC=2)C=CC=CC=1.[OH-].[NH4+].C1COCC1, predict the reaction product. (2) Given the reactants [Br:1][C:2]1[CH:7]=[CH:6][C:5]([CH:8]([OH:21])[CH2:9][N:10]([CH2:18][CH2:19]O)[C:11](=[O:17])[O:12][C:13]([CH3:16])([CH3:15])[CH3:14])=[C:4]([F:22])[CH:3]=1.C(N(CC)CC)C.CS(Cl)(=O)=O, predict the reaction product. The product is: [Br:1][C:2]1[CH:7]=[CH:6][C:5]([CH:8]2[O:21][CH2:19][CH2:18][N:10]([C:11]([O:12][C:13]([CH3:16])([CH3:15])[CH3:14])=[O:17])[CH2:9]2)=[C:4]([F:22])[CH:3]=1.